This data is from NCI-60 drug combinations with 297,098 pairs across 59 cell lines. The task is: Regression. Given two drug SMILES strings and cell line genomic features, predict the synergy score measuring deviation from expected non-interaction effect. (1) Drug 1: C1=NC(=NC(=O)N1C2C(C(C(O2)CO)O)O)N. Drug 2: C1=NNC2=C1C(=O)NC=N2. Cell line: EKVX. Synergy scores: CSS=1.49, Synergy_ZIP=0.725, Synergy_Bliss=2.07, Synergy_Loewe=-2.98, Synergy_HSA=-2.63. (2) Drug 1: C1CN1P(=S)(N2CC2)N3CC3. Drug 2: CCCCCOC(=O)NC1=NC(=O)N(C=C1F)C2C(C(C(O2)C)O)O. Cell line: OVCAR3. Synergy scores: CSS=-1.63, Synergy_ZIP=9.33, Synergy_Bliss=13.1, Synergy_Loewe=3.82, Synergy_HSA=3.06. (3) Drug 1: CC12CCC3C(C1CCC2O)C(CC4=C3C=CC(=C4)O)CCCCCCCCCS(=O)CCCC(C(F)(F)F)(F)F. Drug 2: CCC1=C2CN3C(=CC4=C(C3=O)COC(=O)C4(CC)O)C2=NC5=C1C=C(C=C5)O. Cell line: A549. Synergy scores: CSS=15.5, Synergy_ZIP=-0.131, Synergy_Bliss=4.20, Synergy_Loewe=-56.0, Synergy_HSA=-0.126.